From a dataset of Catalyst prediction with 721,799 reactions and 888 catalyst types from USPTO. Predict which catalyst facilitates the given reaction. (1) Reactant: [C:1](OC(=O)C)(=[O:3])[CH3:2].[C:8]1([C:14]2[O:15][C:16]3[CH:25]=[CH:24][CH:23]=[CH:22][C:17]=3[O:18][C:19]=2[CH2:20][NH2:21])[CH:13]=[CH:12][CH:11]=[CH:10][CH:9]=1.Cl.CCOC(C)=O. Product: [C:8]1([C:14]2[O:15][C:16]3[CH:25]=[CH:24][CH:23]=[CH:22][C:17]=3[O:18][C:19]=2[CH2:20][NH:21][C:1](=[O:3])[CH3:2])[CH:9]=[CH:10][CH:11]=[CH:12][CH:13]=1. The catalyst class is: 529. (2) Reactant: Br[C:2]1[CH:6]=[C:5]([CH3:7])[S:4][C:3]=1[O:8][CH3:9].[B:10](OC(C)C)([O:15]C(C)C)[O:11]C(C)C.C([Li])CCC. Product: [CH3:9][O:8][C:3]1[S:4][C:5]([CH3:7])=[CH:6][C:2]=1[B:10]([OH:15])[OH:11]. The catalyst class is: 247. (3) Reactant: [F:1][C:2]1[CH:25]=[CH:24][C:5]([CH2:6][O:7][C:8]2[CH:17]=[C:16]3[C:11]([CH:12]=[C:13](C(OCC)=O)[C:14]([CH3:18])=[N:15]3)=[CH:10][CH:9]=2)=[CH:4][CH:3]=1.C[Mg]Br. Product: [F:1][C:2]1[CH:25]=[CH:24][C:5]([CH2:6][O:7][C:8]2[CH:17]=[C:16]3[C:11]([CH:12]=[C:13]([C:8]([OH:7])([CH3:17])[CH3:9])[C:14]([CH3:18])=[N:15]3)=[CH:10][CH:9]=2)=[CH:4][CH:3]=1. The catalyst class is: 1. (4) Reactant: [Cl:1][C:2]1[CH:3]=[C:4]([CH:7]=[CH:8][CH:9]=1)[CH2:5][NH2:6].CN(C(ON1N=NC2C=CC=NC1=2)=[N+](C)C)C.F[P-](F)(F)(F)(F)F.CCN(C(C)C)C(C)C.[Cl:43][C:44]1[C:45]([N:51]2[C:60](=[O:61])[C:59]3[C:54](=[CH:55][C:56]([C:62](O)=[O:63])=[CH:57][CH:58]=3)[NH:53][C:52]2=[S:65])=[N:46][CH:47]=[C:48]([Cl:50])[CH:49]=1. Product: [Cl:1][C:2]1[CH:3]=[C:4]([CH:7]=[CH:8][CH:9]=1)[CH2:5][NH:6][C:62]([C:56]1[CH:55]=[C:54]2[C:59]([C:60](=[O:61])[N:51]([C:45]3[C:44]([Cl:43])=[CH:49][C:48]([Cl:50])=[CH:47][N:46]=3)[C:52](=[S:65])[NH:53]2)=[CH:58][CH:57]=1)=[O:63]. The catalyst class is: 3. (5) Reactant: [C:1]([O:4][C:5]1[CH:14]=[CH:13][C:12]2[C:7](=[C:8]([NH:17][C:18]([O:20]C3C=CC=CC=3)=O)[C:9]([Cl:16])=[CH:10][C:11]=2[Cl:15])[CH:6]=1)(=[O:3])[CH3:2].[CH2:27]([C:30]1[CH:36]=[CH:35][C:33]([NH2:34])=[CH:32][CH:31]=1)[CH2:28][CH3:29].O. Product: [C:1]([O:4][C:5]1[CH:14]=[CH:13][C:12]2[C:7](=[C:8]([NH:17][C:18]([NH:34][C:33]3[CH:35]=[CH:36][C:30]([CH2:27][CH2:28][CH3:29])=[CH:31][CH:32]=3)=[O:20])[C:9]([Cl:16])=[CH:10][C:11]=2[Cl:15])[CH:6]=1)(=[O:3])[CH3:2]. The catalyst class is: 16. (6) Reactant: [Br:1][C:2]1[CH:11]=[C:10]2[C:5]([CH:6]=[CH:7][N:8]=[C:9]2[OH:12])=[CH:4][CH:3]=1.Br[CH2:14][C:15]1[CH:24]=[CH:23][C:18]([C:19]([O:21][CH3:22])=[O:20])=[CH:17][CH:16]=1.C(=O)([O-])[O-].[Cs+].[Cs+]. Product: [CH3:22][O:21][C:19](=[O:20])[C:18]1[CH:23]=[CH:24][C:15]([CH2:14][N:8]2[CH:7]=[CH:6][C:5]3[C:10](=[CH:11][C:2]([Br:1])=[CH:3][CH:4]=3)[C:9]2=[O:12])=[CH:16][CH:17]=1. The catalyst class is: 9.